From a dataset of Full USPTO retrosynthesis dataset with 1.9M reactions from patents (1976-2016). Predict the reactants needed to synthesize the given product. (1) Given the product [CH:15]([C:14]1[C:9]([NH:8][C:17](=[O:22])[C:18]([CH3:21])([CH3:20])[CH3:19])=[N:10][CH:11]=[CH:12][CH:13]=1)=[O:16], predict the reactants needed to synthesize it. The reactants are: C(N(CC)CC)C.[NH2:8][C:9]1[C:14]([CH:15]=[O:16])=[CH:13][CH:12]=[CH:11][N:10]=1.[C:17](Cl)(=[O:22])[C:18]([CH3:21])([CH3:20])[CH3:19]. (2) Given the product [Cl:1][C:2]1[CH:3]=[C:4]([C:8]2[C:17]3[C:12](=[CH:13][CH:14]=[CH:15][CH:16]=3)[C:11](=[O:18])[N:10]([CH2:22][C:23]([N:25]([CH3:36])[C:26]3[CH:35]=[CH:34][C:29]4[N:30]=[C:31]([CH3:33])[O:32][C:28]=4[CH:27]=3)=[O:24])[N:9]=2)[CH:5]=[CH:6][CH:7]=1, predict the reactants needed to synthesize it. The reactants are: [Cl:1][C:2]1[CH:3]=[C:4]([C:8]2[C:17]3[C:12](=[CH:13][CH:14]=[CH:15][CH:16]=3)[C:11](=[O:18])[NH:10][N:9]=2)[CH:5]=[CH:6][CH:7]=1.[H-].[Na+].Br[CH2:22][C:23]([N:25]([CH3:36])[C:26]1[CH:35]=[CH:34][C:29]2[N:30]=[C:31]([CH3:33])[O:32][C:28]=2[CH:27]=1)=[O:24]. (3) Given the product [Cl:13][C:14]1[CH:15]=[N+:16]([O-:39])[CH:17]=[C:18]([Cl:38])[C:19]=1[CH2:20][C@@H:21]([C:23]1[CH:28]=[CH:27][C:26]([O:29][CH:30]([F:32])[F:31])=[C:25]([O:33][CH2:34][CH:35]2[CH2:37][CH2:36]2)[CH:24]=1)[O:22][C:53](=[O:54])[CH2:52][N:42]1[C:43]2[C:48](=[CH:47][CH:46]=[CH:45][CH:44]=2)[NH:49][C:50](=[O:51])[C:41]1=[O:40], predict the reactants needed to synthesize it. The reactants are: Cl.C(N=C=NCCCN(C)C)C.[Cl:13][C:14]1[CH:15]=[N+:16]([O-:39])[CH:17]=[C:18]([Cl:38])[C:19]=1[CH2:20][C@@H:21]([C:23]1[CH:28]=[CH:27][C:26]([O:29][CH:30]([F:32])[F:31])=[C:25]([O:33][CH2:34][CH:35]2[CH2:37][CH2:36]2)[CH:24]=1)[OH:22].[O:40]=[C:41]1[C:50](=[O:51])[NH:49][C:48]2[C:43](=[CH:44][CH:45]=[CH:46][CH:47]=2)[N:42]1[CH2:52][C:53](O)=[O:54]. (4) Given the product [Cl:8][C:9]1[CH:14]=[C:13]([Cl:15])[CH:12]=[CH:11][C:10]=1[S:16]([N:30]1[CH2:31][CH2:32][S:33][CH2:34][CH:29]1[CH2:28][CH2:27][NH:26][C:24]([C@@H:23]([NH:35][C:36]([C:38]1[S:39][C:40]2[CH:46]=[CH:45][CH:44]=[CH:43][C:41]=2[CH:42]=1)=[O:37])[CH2:22][CH:21]([CH3:20])[CH3:47])=[O:25])(=[O:18])=[O:17], predict the reactants needed to synthesize it. The reactants are: C(N(CC)CC)C.[Cl:8][C:9]1[CH:14]=[C:13]([Cl:15])[CH:12]=[CH:11][C:10]=1[S:16](Cl)(=[O:18])=[O:17].[CH3:20][CH:21]([CH3:47])[CH2:22][C@H:23]([NH:35][C:36]([C:38]1[S:39][C:40]2[CH:46]=[CH:45][CH:44]=[CH:43][C:41]=2[CH:42]=1)=[O:37])[C:24]([NH:26][CH2:27][CH2:28][CH:29]1[CH2:34][S:33][CH2:32][CH2:31][NH:30]1)=[O:25]. (5) Given the product [CH2:27]([O:19][C:12]1[C:13]2[CH:18]=[N:17][CH:16]=[N:15][C:14]=2[N:9]([O:8][CH2:1][C:2]2[CH:3]=[CH:4][CH:5]=[CH:6][CH:7]=2)[C:10](=[O:20])[CH:11]=1)[C:28]1[CH:33]=[CH:32][CH:31]=[CH:30][CH:29]=1, predict the reactants needed to synthesize it. The reactants are: [CH2:1]([O:8][N:9]1[C:14]2[N:15]=[CH:16][N:17]=[CH:18][C:13]=2[C:12]([OH:19])=[CH:11][C:10]1=[O:20])[C:2]1[CH:7]=[CH:6][CH:5]=[CH:4][CH:3]=1.C(=O)([O-])[O-].[K+].[K+].[CH2:27](Br)[C:28]1[CH:33]=[CH:32][CH:31]=[CH:30][CH:29]=1.C(OC(C)C)(C)C. (6) Given the product [F:1][C:2]1[CH:7]=[C:6]([F:8])[C:5]([F:9])=[CH:4][C:3]=1[NH:10][C:11]1[O:37][C:15]([C:16]([NH:18][C:19]2[CH:36]=[CH:35][C:22]([O:23][C@H:24]3[CH2:25][CH2:26][C@H:27]([C:30]([O:32][CH2:33][CH3:34])=[O:31])[CH2:28][CH2:29]3)=[CH:21][CH:20]=2)=[O:17])=[N:13][N:14]=1, predict the reactants needed to synthesize it. The reactants are: [F:1][C:2]1[CH:7]=[C:6]([F:8])[C:5]([F:9])=[CH:4][C:3]=1[N:10]=[C:11]=S.[NH:13]([C:15](=[O:37])[C:16]([NH:18][C:19]1[CH:36]=[CH:35][C:22]([O:23][C@H:24]2[CH2:29][CH2:28][C@H:27]([C:30]([O:32][CH2:33][CH3:34])=[O:31])[CH2:26][CH2:25]2)=[CH:21][CH:20]=1)=[O:17])[NH2:14].CCN=C=NCCCN(C)C. (7) Given the product [F:9][C:8]([F:11])([F:10])[C:6]1[N:5]=[CH:4][N:3]=[C:2]([NH2:14])[CH:7]=1, predict the reactants needed to synthesize it. The reactants are: Cl[C:2]1[CH:7]=[C:6]([C:8]([F:11])([F:10])[F:9])[N:5]=[CH:4][N:3]=1.CO.[NH3:14]. (8) Given the product [N+:22]([C:25]1[CH:26]=[C:27]([CH:32]=[CH:33][CH:34]=1)[C:28]([C:30]#[N:31])=[O:29])([O-:24])=[O:23].[Cl:21][C:15]1[CH:16]=[CH:17][CH:18]=[C:19]([Cl:20])[C:14]=1[C:12](=[O:13])[CH2:11][C:28]([C:27]1[CH:32]=[CH:33][CH:34]=[C:25]([N+:22]([O-:24])=[O:23])[CH:26]=1)=[O:29], predict the reactants needed to synthesize it. The reactants are: C[Si]([N-][Si](C)(C)C)(C)C.[Li+].[CH3:11][C:12]([C:14]1[C:19]([Cl:20])=[CH:18][CH:17]=[CH:16][C:15]=1[Cl:21])=[O:13].[N+:22]([C:25]1[CH:26]=[C:27]([CH:32]=[CH:33][CH:34]=1)[C:28]([C:30]#[N:31])=[O:29])([O-:24])=[O:23].